This data is from Catalyst prediction with 721,799 reactions and 888 catalyst types from USPTO. The task is: Predict which catalyst facilitates the given reaction. (1) Reactant: Cl[C:2]1[N:10]=[CH:9][N:8]=[C:7]2[C:3]=1[N:4]=[CH:5][N:6]2[CH:11]1[CH2:16][CH2:15][CH2:14][CH2:13][O:12]1.ClC1N=CN=C2C=1NC=N2.[OH:27][C:28]1[CH:35]=[CH:34][CH:33]=[CH:32][C:29]=1[CH2:30][NH2:31].C(N(CC)CC)C. Product: [OH:27][C:28]1[CH:35]=[CH:34][CH:33]=[CH:32][C:29]=1[CH2:30][NH:31][C:2]1[N:10]=[CH:9][N:8]=[C:7]2[C:3]=1[N:4]=[CH:5][N:6]2[CH:11]1[CH2:16][CH2:15][CH2:14][CH2:13][O:12]1. The catalyst class is: 259. (2) Reactant: Cl[C:2]1[N:11]=[C:10]([NH:12][CH2:13][CH:14]([C:21]2[CH:26]=[CH:25][N:24]=[CH:23][CH:22]=2)[C:15]2[CH:20]=[CH:19][N:18]=[CH:17][CH:16]=2)[C:9]2[C:4](=[CH:5][CH:6]=[CH:7][CH:8]=2)[N:3]=1.[N:27]1[CH:28]=[CH:29][N:30]2[CH:35]=[C:34](B(O)O)[CH:33]=[CH:32][C:31]=12.C(NC1C2C(=CC=CC=2)N=C(C2SC3C=CC=CC=3C=2)N=1)(C1C=CC=CC=1)C1C=CC=CC=1. Product: [N:18]1[CH:19]=[CH:20][C:15]([CH:14]([C:21]2[CH:26]=[CH:25][N:24]=[CH:23][CH:22]=2)[CH2:13][NH:12][C:10]2[C:9]3[C:4](=[CH:5][CH:6]=[CH:7][CH:8]=3)[N:3]=[C:2]([C:34]3[CH:33]=[CH:32][C:31]4[N:30]([CH:29]=[CH:28][N:27]=4)[CH:35]=3)[N:11]=2)=[CH:16][CH:17]=1. The catalyst class is: 147.